This data is from Forward reaction prediction with 1.9M reactions from USPTO patents (1976-2016). The task is: Predict the product of the given reaction. (1) Given the reactants Cl[C:2]1[N:7]=[CH:6][C:5]([NH:8][C:9]([C:11]2[CH:12]=[C:13]([NH:18][C:19](=[O:31])[C:20]3[CH:25]=[CH:24][CH:23]=[C:22]([C:26]([F:29])([F:28])[F:27])[C:21]=3[CH3:30])[CH:14]=[CH:15][C:16]=2[CH3:17])=[O:10])=[CH:4][N:3]=1.[N:32]1[CH:37]=[CH:36][CH:35]=[C:34](CN)[CH:33]=1.CC(O)C.C[CH2:45][N:46](C(C)C)C(C)C.[CH2:53]([Cl:55])[Cl:54], predict the reaction product. The product is: [CH2:53]([Cl:55])[Cl:54].[CH3:9][OH:10].[NH3:3].[CH3:30][C:21]1[C:22]([C:26]([F:29])([F:28])[F:27])=[CH:23][CH:24]=[CH:25][C:20]=1[C:19]([NH:18][C:13]1[CH:14]=[CH:15][C:16]([CH3:17])=[C:11]([C:9]([NH:8][C:5]2[CH:4]=[N:3][C:2]([NH:46][CH2:45][C:37]3[CH:36]=[CH:35][CH:34]=[CH:33][N:32]=3)=[N:7][CH:6]=2)=[O:10])[CH:12]=1)=[O:31]. (2) Given the reactants COC([C@@H](NC([C@@H](N)CC(O)=O)=O)CC1C=CC=CC=1)=O.CC1OS(=O)(=O)[N-]C(=O)C=1.[K+].[C:33]([OH:41])(=[O:40])[C:34]1[CH:39]=[CH:38][CH:37]=[CH:36][CH:35]=1.[OH-].[Na+:43], predict the reaction product. The product is: [C:33]([O-:41])(=[O:40])[C:34]1[CH:39]=[CH:38][CH:37]=[CH:36][CH:35]=1.[Na+:43]. (3) Given the reactants N1C(C)=CC=CC=1C.O[C:10]1[C:11]2[C:16]([C:17]([O:25][CH3:26])=[C:18]3[C:23]=1[C:22](=[O:24])[CH2:21][CH2:20][CH2:19]3)=[CH:15][C:14]([CH3:27])=[C:13](/[CH:28]=C/C)[C:12]=2[O:31][CH2:32][O:33][CH3:34].I([O-])(=O)(=O)=[O:36].[Na+].[OH2:41], predict the reaction product. The product is: [OH:41][C:10]1[C:23]2[C:22](=[O:24])[CH2:21][CH2:20][CH2:19][C:18]=2[C:17]([O:25][CH3:26])=[C:16]2[C:11]=1[C:12]([O:31][CH2:32][O:33][CH3:34])=[C:13]([CH:28]=[O:36])[C:14]([CH3:27])=[CH:15]2. (4) Given the reactants [CH:1]([C:3]1[CH:4]=[CH:5][C:6]([OH:12])=[C:7]([CH:11]=1)[C:8]([OH:10])=[O:9])=[O:2].S(=O)(=O)(O)O.[CH2:18](OCC)C.O, predict the reaction product. The product is: [CH3:18][O:9][C:8](=[O:10])[C:7]1[CH:11]=[C:3]([CH:1]=[O:2])[CH:4]=[CH:5][C:6]=1[OH:12]. (5) Given the reactants [Br:1][C:2]1(C=O)CC=C[S:3]1.C[Si](C)(C)[C:11]([F:14])([F:13])[F:12].[F-].C([N+](CCCC)(CCCC)CCCC)CCC.[O:35]1[CH2:39][CH2:38][CH2:37][CH2:36]1, predict the reaction product. The product is: [Br:1][C:2]1[S:3][C:37]([CH:36]([OH:35])[C:11]([F:14])([F:13])[F:12])=[CH:38][CH:39]=1. (6) Given the reactants C(C1SC2[C:11]3[S:14][C:15]4[C:19](CCCCCCCCCCCCCCCCC)=[C:18]([C:37]([O:39]CC)=[O:38])[S:17][C:16]=4[C:10]=3SC=2C=1CCCCCCCCCCCCCCCCC)(OCC)=O.[Li+].[OH-:60].C1[CH2:65][O:64]CC1, predict the reaction product. The product is: [S:17]1[C:16]2[C:10]([C:65]([OH:64])=[O:60])=[CH:11][S:14][C:15]=2[CH:19]=[C:18]1[C:37]([OH:39])=[O:38]. (7) Given the reactants [Br:1][C:2]1[CH:3]=[C:4]2[C:14](=[CH:15][CH:16]=1)[O:13][C:7]1([CH2:12][CH2:11][CH2:10][CH2:9][CH2:8]1)[CH2:6][C:5]2([CH2:24][C:25]([O:27][CH3:28])=[O:26])[NH:17]S(C(C)(C)C)=O.Cl.O1CCOCC1, predict the reaction product. The product is: [NH2:17][C:5]1([CH2:24][C:25]([O:27][CH3:28])=[O:26])[C:4]2[C:14](=[CH:15][CH:16]=[C:2]([Br:1])[CH:3]=2)[O:13][C:7]2([CH2:8][CH2:9][CH2:10][CH2:11][CH2:12]2)[CH2:6]1.